Dataset: Reaction yield outcomes from USPTO patents with 853,638 reactions. Task: Predict the reaction yield, written as a fraction of the theoretical maximum amount of product (1.0 means a 100% yield; for example, 0.34 means a 34% yield). The reactants are [F:1][C:2]1[CH:17]=[CH:16][C:5]2[C:6]3[N:7]([C:11](I)=[C:12]([I:14])[N:13]=3)[CH2:8][CH2:9][O:10][C:4]=2[CH:3]=1.O1CCCC1.C[Mg]Br. The catalyst is CCOCC.[Cl-].[NH4+]. The product is [F:1][C:2]1[CH:17]=[CH:16][C:5]2[C:6]3[N:7]([CH:11]=[C:12]([I:14])[N:13]=3)[CH2:8][CH2:9][O:10][C:4]=2[CH:3]=1. The yield is 0.880.